Dataset: Full USPTO retrosynthesis dataset with 1.9M reactions from patents (1976-2016). Task: Predict the reactants needed to synthesize the given product. (1) Given the product [CH3:42][N:44]([CH3:45])[C:27](=[O:28])[CH2:26][CH:23]1[S:22][C:21]([C:16]2[NH:17][C:18]3[C:14]([CH:15]=2)=[CH:13][C:12]([O:11][C:8]2[CH:9]=[N:10][C:5]([S:2]([CH3:1])(=[O:4])=[O:3])=[CH:6][CH:7]=2)=[CH:20][CH:19]=3)=[N:25][CH2:24]1, predict the reactants needed to synthesize it. The reactants are: [CH3:1][S:2]([C:5]1[N:10]=[CH:9][C:8]([O:11][C:12]2[CH:13]=[C:14]3[C:18](=[CH:19][CH:20]=2)[NH:17][C:16]([C:21]2[S:22][CH:23]([CH2:26][C:27](O)=[O:28])[CH2:24][N:25]=2)=[CH:15]3)=[CH:7][CH:6]=1)(=[O:4])=[O:3].O.ON1C2C=CC=CC=2N=N1.Cl.[CH2:42]([N:44]=[C:45]=NCCCN(C)C)C.O1CCCC1.CNC. (2) The reactants are: [Cl:1][C:2]1[C:3](=[O:25])[N:4]([CH3:24])[CH:5]=[C:6]([C:9]([N:11]2[CH2:16][CH2:15][CH:14]([C:17]3[CH:22]=[CH:21][C:20]([F:23])=[CH:19][CH:18]=3)[CH2:13][CH2:12]2)=[O:10])[C:7]=1Cl.[F:26][C:27]1[CH:33]=[CH:32][C:30]([NH2:31])=[C:29]([CH3:34])[CH:28]=1. Given the product [Cl:1][C:2]1[C:3](=[O:25])[N:4]([CH3:24])[CH:5]=[C:6]([C:9]([N:11]2[CH2:16][CH2:15][CH:14]([C:17]3[CH:22]=[CH:21][C:20]([F:23])=[CH:19][CH:18]=3)[CH2:13][CH2:12]2)=[O:10])[C:7]=1[NH:31][C:30]1[CH:32]=[CH:33][C:27]([F:26])=[CH:28][C:29]=1[CH3:34], predict the reactants needed to synthesize it. (3) Given the product [C:40]([N:26]1[CH2:25][CH2:24][CH:23]([O:22][C:19]2[CH:20]=[C:21]3[C:16](=[CH:17][C:18]=2[O:29][CH3:30])[N:15]=[CH:14][N:13]=[C:12]3[O:11][C:10]2[C:2]([F:1])=[C:3]3[C:7](=[CH:8][CH:9]=2)[NH:6][CH:5]=[CH:4]3)[CH2:28][CH2:27]1)(=[O:42])[CH3:41], predict the reactants needed to synthesize it. The reactants are: [F:1][C:2]1[C:10]([O:11][C:12]2[C:21]3[C:16](=[CH:17][C:18]([O:29][CH3:30])=[C:19]([O:22][CH:23]4[CH2:28][CH2:27][NH:26][CH2:25][CH2:24]4)[CH:20]=3)[N:15]=[CH:14][N:13]=2)=[CH:9][CH:8]=[C:7]2[C:3]=1[CH:4]=[CH:5][NH:6]2.C(N(C(C)C)CC)(C)C.[C:40](Cl)(=[O:42])[CH3:41].